Dataset: Catalyst prediction with 721,799 reactions and 888 catalyst types from USPTO. Task: Predict which catalyst facilitates the given reaction. Reactant: [Cl:1][C:2]1[CH:7]=[C:6]([CH:8]2[CH2:10][CH2:9]2)[CH:5]=[CH:4][C:3]=1[N:11]1[C:15]([CH3:16])=[C:14]([C:17]([OH:19])=O)[N:13]=[N:12]1.C(Cl)(=O)C(Cl)=O.CN(C=O)C.[NH2:31][C:32]1[C:33](=[O:46])[N:34]([C:39]2[CH:44]=[CH:43][CH:42]=[CH:41][C:40]=2[F:45])[N:35]([CH3:38])[C:36]=1[CH3:37].C(N(CC)CC)C. Product: [Cl:1][C:2]1[CH:7]=[C:6]([CH:8]2[CH2:9][CH2:10]2)[CH:5]=[CH:4][C:3]=1[N:11]1[C:15]([CH3:16])=[C:14]([C:17]([NH:31][C:32]2[C:33](=[O:46])[N:34]([C:39]3[CH:44]=[CH:43][CH:42]=[CH:41][C:40]=3[F:45])[N:35]([CH3:38])[C:36]=2[CH3:37])=[O:19])[N:13]=[N:12]1. The catalyst class is: 91.